From a dataset of Full USPTO retrosynthesis dataset with 1.9M reactions from patents (1976-2016). Predict the reactants needed to synthesize the given product. (1) The reactants are: C[O:2][C:3](=[O:26])[C@@H:4]([N:12]1[CH2:16][C:15]([O:17][C:18]2[CH:19]=[C:20]([CH3:24])[CH:21]=[CH:22][CH:23]=2)=[CH:14][C:13]1=[O:25])[CH2:5][CH:6]1[CH2:11][CH2:10][CH2:9][CH2:8][CH2:7]1.[OH-].[Li+]. Given the product [CH:6]1([CH2:5][C@H:4]([N:12]2[CH2:16][C:15]([O:17][C:18]3[CH:19]=[C:20]([CH3:24])[CH:21]=[CH:22][CH:23]=3)=[CH:14][C:13]2=[O:25])[C:3]([OH:26])=[O:2])[CH2:11][CH2:10][CH2:9][CH2:8][CH2:7]1, predict the reactants needed to synthesize it. (2) Given the product [CH3:8][C:7]1[C:5](=[O:6])[NH:4][C:2](=[O:3])[N:1]([C@H:25]2[CH2:26][O:27][C@H:21]3[C@@H:22]([O:23][CH:18]([C:12]4[CH:17]=[CH:16][CH:15]=[CH:14][CH:13]=4)[O:19][CH2:20]3)[CH2:24]2)[CH:9]=1, predict the reactants needed to synthesize it. The reactants are: [NH:1]1[CH:9]=[C:7]([CH3:8])[C:5](=[O:6])[NH:4][C:2]1=[O:3].[H-].[Li+].[C:12]1([CH:18]2[O:23][C@H:22]3[CH2:24][C@H:25](OS(C4C=CC(C)=CC=4)(=O)=O)[CH2:26][O:27][C@@H:21]3[CH2:20][O:19]2)[CH:17]=[CH:16][CH:15]=[CH:14][CH:13]=1.